From a dataset of Forward reaction prediction with 1.9M reactions from USPTO patents (1976-2016). Predict the product of the given reaction. (1) Given the reactants [CH2:1]([O:3][C:4]([C:6]1[C:10]([CH3:11])=[CH:9][S:8][C:7]=1[NH2:12])=[O:5])[CH3:2].[C:13](O[C:13]([O:15][C:16]([CH3:19])([CH3:18])[CH3:17])=[O:14])([O:15][C:16]([CH3:19])([CH3:18])[CH3:17])=[O:14], predict the reaction product. The product is: [CH2:1]([O:3][C:4]([C:6]1[C:10]([CH3:11])=[CH:9][S:8][C:7]=1[NH:12][C:13]([O:15][C:16]([CH3:19])([CH3:18])[CH3:17])=[O:14])=[O:5])[CH3:2]. (2) Given the reactants [H-].[Na+].[CH3:3][C:4]1[NH:5][C:6]2[C:11]([CH:12]=1)=[C:10]([O:13][CH2:14][C:15]([O:17][CH2:18][CH3:19])=[O:16])[CH:9]=[CH:8][CH:7]=2.[CH2:20]([O:27][C:28]1[CH:33]=[CH:32][C:31]([CH2:34]Cl)=[CH:30][C:29]=1[CH:36]([CH3:38])[CH3:37])[C:21]1[CH:26]=[CH:25][CH:24]=[CH:23][CH:22]=1, predict the reaction product. The product is: [CH2:20]([O:27][C:28]1[CH:33]=[CH:32][C:31]([CH2:34][N:5]2[C:6]3[C:11](=[C:10]([O:13][CH2:14][C:15]([O:17][CH2:18][CH3:19])=[O:16])[CH:9]=[CH:8][CH:7]=3)[CH:12]=[C:4]2[CH3:3])=[CH:30][C:29]=1[CH:36]([CH3:38])[CH3:37])[C:21]1[CH:22]=[CH:23][CH:24]=[CH:25][CH:26]=1. (3) Given the reactants Br[CH2:2][CH:3](OCC)OCC.Br.C(=O)(O)[O-].[Na+].[Br:16][C:17]1[C:18]([NH2:25])=[N:19][C:20]([CH3:24])=[C:21]([Br:23])[CH:22]=1, predict the reaction product. The product is: [Br:23][C:21]1[CH:22]=[C:17]([Br:16])[C:18]2[N:19]([CH:2]=[CH:3][N:25]=2)[C:20]=1[CH3:24]. (4) Given the reactants [C:1]([O-:4])([O-])=O.[Cs+].[Cs+].F[C:8]1[CH:23]=[CH:22][C:21]([C:24]([F:27])([F:26])[F:25])=[CH:20][C:9]=1[C:10]([NH:12][C:13]1[CH:18]=[CH:17][NH:16][C:15](=[O:19])[CH:14]=1)=[O:11].[F:28][C:29]1[CH:34]=[CH:33][C:32]([OH:35])=[CH:31][C:30]=1OC, predict the reaction product. The product is: [F:28][C:29]1[CH:34]=[CH:33][C:32]([O:35][C:8]2[CH:23]=[CH:22][C:21]([C:24]([F:27])([F:26])[F:25])=[CH:20][C:9]=2[C:10]([NH:12][C:13]2[CH:18]=[CH:17][NH:16][C:15](=[O:19])[CH:14]=2)=[O:11])=[C:31]([O:4][CH3:1])[CH:30]=1.